From a dataset of Forward reaction prediction with 1.9M reactions from USPTO patents (1976-2016). Predict the product of the given reaction. (1) Given the reactants [H-].[Al+3].[Li+].[H-].[H-].[H-].[CH3:7][CH2:8][CH2:9][CH2:10][CH2:11][CH2:12][CH2:13][CH2:14][CH2:15][CH2:16][CH2:17][CH2:18][CH2:19][CH2:20][CH2:21][CH2:22][CH2:23][C:24]([CH2:26][CH2:27][CH2:28][CH2:29][CH2:30][CH2:31][CH2:32][CH2:33][CH2:34][CH2:35][CH2:36][CH2:37][CH2:38][CH2:39][CH2:40][CH2:41][CH3:42])=[O:25], predict the reaction product. The product is: [OH:25][CH:24]([CH2:26][CH2:27][CH2:28][CH2:29][CH2:30][CH2:31][CH2:32][CH2:33][CH2:34][CH2:35][CH2:36][CH2:37][CH2:38][CH2:39][CH2:40][CH2:41][CH3:42])[CH2:23][CH2:22][CH2:21][CH2:20][CH2:19][CH2:18][CH2:17][CH2:16][CH2:15][CH2:14][CH2:13][CH2:12][CH2:11][CH2:10][CH2:9][CH2:8][CH3:7]. (2) Given the reactants Cl.[NH:2]1[CH2:7][CH2:6][CH:5]([NH:8][C:9]([C:11]2[C:15]3[N:16]=[CH:17][N:18]=[C:19]([C:20]4[CH:25]=[C:24]([F:26])[C:23]([O:27][CH3:28])=[CH:22][C:21]=4[O:29][CH2:30][CH:31]4[CH2:33][CH2:32]4)[C:14]=3[NH:13][CH:12]=2)=[O:10])[CH2:4][CH2:3]1.[C:34](Cl)(=[O:37])[CH2:35][CH3:36], predict the reaction product. The product is: [C:34]([N:2]1[CH2:3][CH2:4][CH:5]([NH:8][C:9]([C:11]2[C:15]3[N:16]=[CH:17][N:18]=[C:19]([C:20]4[CH:25]=[C:24]([F:26])[C:23]([O:27][CH3:28])=[CH:22][C:21]=4[O:29][CH2:30][CH:31]4[CH2:33][CH2:32]4)[C:14]=3[NH:13][CH:12]=2)=[O:10])[CH2:6][CH2:7]1)(=[O:37])[CH2:35][CH3:36]. (3) Given the reactants [O:1]1[CH:5]=[CH:4][C:3](B(O)O)=[CH:2]1.[CH3:9][CH:10]([NH:12][CH2:13][CH2:14][CH2:15][N:16]1[C:25]([S:26][C:27]2[CH:32]=[C:31]3[O:33][CH2:34][O:35][C:30]3=[CH:29][C:28]=2I)=[N:24][C:18]2[C:19]([NH2:23])=[N:20][CH:21]=[N:22][C:17]1=2)[CH3:11].C([O-])(O)=O.[Na+].CN(C=O)C, predict the reaction product. The product is: [O:1]1[CH:5]=[CH:4][C:3]([C:28]2[C:27]([S:26][C:25]3[N:16]([CH2:15][CH2:14][CH2:13][NH:12][CH:10]([CH3:11])[CH3:9])[C:17]4[C:18]([N:24]=3)=[C:19]([NH2:23])[N:20]=[CH:21][N:22]=4)=[CH:32][C:31]3[O:33][CH2:34][O:35][C:30]=3[CH:29]=2)=[CH:2]1.